From a dataset of CYP2D6 inhibition data for predicting drug metabolism from PubChem BioAssay. Regression/Classification. Given a drug SMILES string, predict its absorption, distribution, metabolism, or excretion properties. Task type varies by dataset: regression for continuous measurements (e.g., permeability, clearance, half-life) or binary classification for categorical outcomes (e.g., BBB penetration, CYP inhibition). Dataset: cyp2d6_veith. (1) The compound is CCc1cc2c(NCc3ccco3)ncnc2s1.Cl. The result is 1 (inhibitor). (2) The drug is O=C(CSc1nc2ccccc2c2ccccc12)c1ccccc1. The result is 0 (non-inhibitor). (3) The molecule is C=CCC(C(=O)OC)(C(=O)OC)c1ccc([N+](=O)[O-])cn1. The result is 0 (non-inhibitor). (4) The molecule is Cc1cc(=O)oc(C)c1C(=O)NCc1ccccn1. The result is 0 (non-inhibitor). (5) The molecule is Cc1ccc(C(=O)Nc2ccc3nccnc3c2)cc1. The result is 0 (non-inhibitor). (6) The result is 0 (non-inhibitor). The drug is COC(=O)c1cc2n(n1)CCN(Cc1ccc(OC)cc1)C2=O. (7) The result is 1 (inhibitor). The drug is O=C(Nc1cccc(-c2nc3ccccc3s2)c1)c1ccc2c(c1)OCO2.